This data is from Full USPTO retrosynthesis dataset with 1.9M reactions from patents (1976-2016). The task is: Predict the reactants needed to synthesize the given product. (1) Given the product [C:9]([O:8][C:6]([NH:5][C@H:4]([C:3]([OH:28])=[O:2])[CH2:13][S:14][C:15]1[CH:20]=[CH:19][C:18]([C:21]([O:23][CH2:24][CH:25]=[CH2:26])=[O:22])=[CH:17][C:16]=1[NH2:27])=[O:7])([CH3:10])([CH3:11])[CH3:12], predict the reactants needed to synthesize it. The reactants are: C[O:2][C:3](=[O:28])[C@H:4]([CH2:13][S:14][C:15]1[CH:20]=[CH:19][C:18]([C:21]([O:23][CH2:24][CH:25]=[CH2:26])=[O:22])=[CH:17][C:16]=1[NH2:27])[NH:5][C:6]([O:8][C:9]([CH3:12])([CH3:11])[CH3:10])=[O:7].[OH-].[Na+]. (2) Given the product [Br:11][C:12]1[CH:17]=[C:16]([C:2]#[C:1][C:3]2[CH:4]=[N:5][CH:6]=[C:7]([O:9][CH3:10])[CH:8]=2)[CH:15]=[CH:14][C:13]=1[F:19], predict the reactants needed to synthesize it. The reactants are: [C:1]([C:3]1[CH:4]=[N:5][CH:6]=[C:7]([O:9][CH3:10])[CH:8]=1)#[CH:2].[Br:11][C:12]1[CH:17]=[C:16](I)[CH:15]=[CH:14][C:13]=1[F:19].C(N(CC)CC)C.